This data is from Catalyst prediction with 721,799 reactions and 888 catalyst types from USPTO. The task is: Predict which catalyst facilitates the given reaction. (1) Reactant: [NH3:1].[N:2]1[CH:7]=[CH:6][CH:5]=[C:4]([S:8](Cl)(=[O:10])=[O:9])[CH:3]=1.[Cl-].[NH4+]. Product: [N:2]1[CH:7]=[CH:6][CH:5]=[C:4]([S:8]([NH2:1])(=[O:10])=[O:9])[CH:3]=1. The catalyst class is: 13. (2) Reactant: Cl.[F:2][C:3]([F:24])([F:23])[C:4]1[CH:22]=[CH:21][CH:20]=[CH:19][C:5]=1[CH:6]([O:14][CH:15]1[CH2:18][NH:17][CH2:16]1)[C:7]1[CH:12]=[CH:11][C:10]([Cl:13])=[CH:9][CH:8]=1.[N+:25]([C:28]1[CH:29]=[C:30]([N:35]=[C:36]=[O:37])[CH:31]=[CH:32][C:33]=1[Cl:34])([O-:27])=[O:26].C(=O)([O-])[O-]. Product: [F:24][C:3]([F:2])([F:23])[C:4]1[CH:22]=[CH:21][CH:20]=[CH:19][C:5]=1[CH:6]([O:14][CH:15]1[CH2:18][N:17]([C:36]([NH:35][C:30]2[CH:31]=[CH:32][C:33]([Cl:34])=[C:28]([N+:25]([O-:27])=[O:26])[CH:29]=2)=[O:37])[CH2:16]1)[C:7]1[CH:12]=[CH:11][C:10]([Cl:13])=[CH:9][CH:8]=1. The catalyst class is: 4. (3) Reactant: [H-].[Na+].[N:3]1([CH2:8][CH2:9][S:10]([CH2:12][C:13]2[CH:18]=[CH:17][C:16]([OH:19])=[CH:15][CH:14]=2)=[O:11])[CH:7]=[CH:6][N:5]=[N:4]1.Cl[CH2:21][C:22]1[N:23]=[C:24]([CH:27]=[CH:28][C:29]2[CH:34]=[CH:33][C:32]([S:35]([F:40])([F:39])([F:38])([F:37])[F:36])=[CH:31][CH:30]=2)[O:25][CH:26]=1.O. Product: [F:38][S:35]([F:36])([F:37])([F:39])([F:40])[C:32]1[CH:33]=[CH:34][C:29](/[CH:28]=[CH:27]/[C:24]2[O:25][CH:26]=[C:22]([CH2:21][O:19][C:16]3[CH:15]=[CH:14][C:13]([CH2:12][S:10]([CH2:9][CH2:8][N:3]4[CH:7]=[CH:6][N:5]=[N:4]4)=[O:11])=[CH:18][CH:17]=3)[N:23]=2)=[CH:30][CH:31]=1. The catalyst class is: 3. (4) Reactant: [C:1]([C:9]1[NH:10][C:11]2[C:16]([C:17]=1[CH2:18][C:19]([O:21]CC)=[O:20])=[CH:15][CH:14]=[CH:13][CH:12]=2)(=[O:8])[C:2]1[CH:7]=[CH:6][CH:5]=[CH:4][CH:3]=1.[OH-].[K+].CCOCC. Product: [C:1]([C:9]1[NH:10][C:11]2[C:16]([C:17]=1[CH2:18][C:19]([OH:21])=[O:20])=[CH:15][CH:14]=[CH:13][CH:12]=2)(=[O:8])[C:2]1[CH:3]=[CH:4][CH:5]=[CH:6][CH:7]=1. The catalyst class is: 36. (5) Reactant: [Br:1][CH2:2][C:3](Br)=[O:4].[CH:6]1([C@H:9]([NH2:31])[C:10]([N:12]2[CH2:16][C:15]([C:17]3[CH:22]=[C:21]([F:23])[CH:20]=[CH:19][C:18]=3[F:24])=[CH:14][C@H:13]2[C:25]2[CH:30]=[CH:29][CH:28]=[CH:27][CH:26]=2)=[O:11])[CH2:8][CH2:7]1.C(N(CC)C(C)C)(C)C. Product: [Br:1][CH2:2][C:3]([NH:31][C@@H:9]([CH:6]1[CH2:8][CH2:7]1)[C:10]([N:12]1[CH2:16][C:15]([C:17]2[CH:22]=[C:21]([F:23])[CH:20]=[CH:19][C:18]=2[F:24])=[CH:14][C@H:13]1[C:25]1[CH:30]=[CH:29][CH:28]=[CH:27][CH:26]=1)=[O:11])=[O:4]. The catalyst class is: 4. (6) Reactant: [H-].[Na+].[Cl:3][C:4]1[CH:11]=[CH:10][C:7]([CH:8]=O)=[CH:6][C:5]=1[F:12].[CH2:13]1COCC1. Product: [Cl:3][C:4]1[CH:11]=[CH:10][C:7]([CH:8]=[CH2:13])=[CH:6][C:5]=1[F:12]. The catalyst class is: 629. (7) Reactant: C([SiH](CC)CC)C.FC(F)(F)C(O)=O.[C:15]1([C:21]2[C:33]([CH:34](O)[C:35]3[N:40]=[C:39]([C:41]([O:43][CH3:44])=[O:42])[CH:38]=[CH:37][CH:36]=3)=[C:24]3[CH:25]=[CH:26][C:27]([C:29]([F:32])([F:31])[F:30])=[CH:28][N:23]3[N:22]=2)[CH:20]=[CH:19][CH:18]=[CH:17][CH:16]=1.C(=O)(O)[O-].[Na+]. Product: [C:15]1([C:21]2[C:33]([CH2:34][C:35]3[N:40]=[C:39]([C:41]([O:43][CH3:44])=[O:42])[CH:38]=[CH:37][CH:36]=3)=[C:24]3[CH:25]=[CH:26][C:27]([C:29]([F:32])([F:30])[F:31])=[CH:28][N:23]3[N:22]=2)[CH:16]=[CH:17][CH:18]=[CH:19][CH:20]=1. The catalyst class is: 4.